Dataset: Full USPTO retrosynthesis dataset with 1.9M reactions from patents (1976-2016). Task: Predict the reactants needed to synthesize the given product. Given the product [OH:13][C:14]([CH3:51])([CH3:52])[C:15]([CH3:50])([CH3:49])[O:16][C:17]1[CH:22]=[CH:21][C:20]([N:23]2[C:28](=[O:29])[C:27]([CH2:30][C:31]3[CH:36]=[CH:35][C:34]([C:37]4[CH:42]=[CH:41][CH:40]=[CH:39][C:38]=4[C:43]4[NH:3][C:4](=[O:7])[O:5][N:44]=4)=[CH:33][CH:32]=3)=[C:26]([CH2:45][CH2:46][CH3:47])[N:25]=[C:24]2[CH3:48])=[CH:19][CH:18]=1, predict the reactants needed to synthesize it. The reactants are: [Cl-].O[NH3+:3].[C:4](=[O:7])([O-])[OH:5].[Na+].CS(C)=O.[OH:13][C:14]([CH3:52])([CH3:51])[C:15]([CH3:50])([CH3:49])[O:16][C:17]1[CH:22]=[CH:21][C:20]([N:23]2[C:28](=[O:29])[C:27]([CH2:30][C:31]3[CH:36]=[CH:35][C:34]([C:37]4[C:38]([C:43]#[N:44])=[CH:39][CH:40]=[CH:41][CH:42]=4)=[CH:33][CH:32]=3)=[C:26]([CH2:45][CH2:46][CH3:47])[N:25]=[C:24]2[CH3:48])=[CH:19][CH:18]=1.